Dataset: Cav3 T-type calcium channel HTS with 100,875 compounds. Task: Binary Classification. Given a drug SMILES string, predict its activity (active/inactive) in a high-throughput screening assay against a specified biological target. (1) The compound is O=C1C(C(NC(C1C)c1c(O)c(OC)ccc1)c1c(O)c(OC)ccc1)C. The result is 0 (inactive). (2) The drug is O1C2CC3(C(C=4C(C5(C(C6(C(CC5)C(C(O)CC6)(C)C)C)CC4)C)(CC3)C)CC2(CO)C)C1=O. The result is 0 (inactive). (3) The result is 0 (inactive). The molecule is O(C(=O)C(NC(=O)c1nc[nH]c1C(=O)N(Cc1ccccc1)C)C)Cc1ccccc1.